Dataset: Forward reaction prediction with 1.9M reactions from USPTO patents (1976-2016). Task: Predict the product of the given reaction. (1) Given the reactants [OH:1][C:2]1[CH:10]=[CH:9][C:5]2[N:6]=[CH:7][S:8][C:4]=2[CH:3]=1.Br[CH:12]([CH2:22][CH3:23])[C:13]([NH:15][C:16]([CH3:21])([CH3:20])[C:17]#[C:18][CH3:19])=[O:14].C(=O)([O-])[O-].[K+].[K+].Cl, predict the reaction product. The product is: [S:8]1[C:4]2[CH:3]=[C:2]([O:1][CH:12]([CH2:22][CH3:23])[C:13]([NH:15][C:16]([CH3:21])([CH3:20])[C:17]#[C:18][CH3:19])=[O:14])[CH:10]=[CH:9][C:5]=2[N:6]=[CH:7]1. (2) Given the reactants O[C:2]1([C:26]2[C:27]([OH:35])=[CH:28][C:29]3[O:33][CH2:32][CH2:31][C:30]=3[CH:34]=2)[C:10]2[CH:9]=[C:8]3[O:11][CH2:12][CH2:13][O:14][C:7]3=[CH:6][C:5]=2[N:4]([CH2:15][C:16]2[O:17][C:18]([C:21]([F:24])([F:23])[F:22])=[CH:19][CH:20]=2)[C:3]1=[O:25].C([SiH](CC)CC)C.FC(F)(F)C(O)=O, predict the reaction product. The product is: [OH:35][C:27]1[C:26]([CH:2]2[C:10]3[CH:9]=[C:8]4[O:11][CH2:12][CH2:13][O:14][C:7]4=[CH:6][C:5]=3[N:4]([CH2:15][C:16]3[O:17][C:18]([C:21]([F:24])([F:23])[F:22])=[CH:19][CH:20]=3)[C:3]2=[O:25])=[CH:34][C:30]2[CH2:31][CH2:32][O:33][C:29]=2[CH:28]=1. (3) Given the reactants [Cl:1][C:2]1[CH:21]=[CH:20][C:5]([CH:6]=[C:7]2[CH2:12][CH2:11][N:10]([C:13]([O:15][C:16]([CH3:19])([CH3:18])[CH3:17])=[O:14])[CH2:9][CH2:8]2)=[CH:4][C:3]=1[F:22], predict the reaction product. The product is: [Cl:1][C:2]1[CH:21]=[CH:20][C:5]([CH2:6][CH:7]2[CH2:8][CH2:9][N:10]([C:13]([O:15][C:16]([CH3:19])([CH3:17])[CH3:18])=[O:14])[CH2:11][CH2:12]2)=[CH:4][C:3]=1[F:22]. (4) Given the reactants Cl.[F:2][C@@H:3]1[CH2:7][NH:6][C@H:5]([C:8]([NH2:10])=O)[CH2:4]1.[Cl:11][CH2:12][C:13](Cl)=[O:14], predict the reaction product. The product is: [Cl:11][CH2:12][C:13]([N:6]1[CH2:7][C@@H:3]([F:2])[CH2:4][C@H:5]1[C:8]#[N:10])=[O:14]. (5) The product is: [Br:1][C:2]1[CH:3]=[C:4]([C@:9]2([CH3:18])[CH:14]=[CH:13][S:12][C:11]([NH2:17])=[N:10]2)[C:5]([F:8])=[N:6][CH:7]=1. Given the reactants [Br:1][C:2]1[CH:3]=[C:4]([C@:9]2([CH3:18])[CH2:14][CH:13](OC)[S:12][C:11]([NH2:17])=[N:10]2)[C:5]([F:8])=[N:6][CH:7]=1.C(Cl)Cl.[OH-].[Na+], predict the reaction product. (6) Given the reactants [Cl:1][C:2]1[N:3]=[C:4]([NH:22][C:23]2[CH:28]=[CH:27][C:26]([F:29])=[CH:25][CH:24]=2)[C:5]2[C:10](I)=[CH:9][N:8]([S:12]([C:15]3[CH:21]=[CH:20][C:18]([CH3:19])=[CH:17][CH:16]=3)(=[O:14])=[O:13])[C:6]=2[N:7]=1.[N:30]1[CH:35]=[CH:34][C:33](B(O)O)=[CH:32][CH:31]=1.C([O-])([O-])=O.[Na+].[Na+], predict the reaction product. The product is: [Cl:1][C:2]1[N:3]=[C:4]([NH:22][C:23]2[CH:28]=[CH:27][C:26]([F:29])=[CH:25][CH:24]=2)[C:5]2[C:10]([C:33]3[CH:34]=[CH:35][N:30]=[CH:31][CH:32]=3)=[CH:9][N:8]([S:12]([C:15]3[CH:21]=[CH:20][C:18]([CH3:19])=[CH:17][CH:16]=3)(=[O:14])=[O:13])[C:6]=2[N:7]=1. (7) Given the reactants [N:1]1([S:10]([C:13]2[CH:22]=[C:21]3[C:16]([CH2:17][CH2:18][N:19](C(=O)C)[CH2:20]3)=[CH:15][CH:14]=2)(=[O:12])=[O:11])[C:9]2[C:4](=[CH:5][CH:6]=[CH:7][CH:8]=2)[CH:3]=[CH:2]1.[ClH:26], predict the reaction product. The product is: [ClH:26].[N:1]1([S:10]([C:13]2[CH:22]=[C:21]3[C:16]([CH2:17][CH2:18][NH:19][CH2:20]3)=[CH:15][CH:14]=2)(=[O:11])=[O:12])[C:9]2[C:4](=[CH:5][CH:6]=[CH:7][CH:8]=2)[CH:3]=[CH:2]1. (8) The product is: [C:6]([C:8]1[C:16]2[C:11](=[CH:12][CH:13]=[C:14]([CH2:17][CH2:18][NH:19][C:20](=[O:34])[C:21]3[CH:26]=[CH:25][C:24]([C:27]4[CH:32]=[CH:31][N:30]=[C:29]([N:4]([CH2:3][CH2:2][OH:1])[CH3:5])[N:28]=4)=[CH:23][CH:22]=3)[CH:15]=2)[NH:10][CH:9]=1)#[N:7]. Given the reactants [OH:1][CH2:2][CH2:3][NH:4][CH3:5].[C:6]([C:8]1[C:16]2[C:11](=[CH:12][CH:13]=[C:14]([CH2:17][CH2:18][NH:19][C:20](=[O:34])[C:21]3[CH:26]=[CH:25][C:24]([C:27]4[CH:32]=[CH:31][N:30]=[C:29](Cl)[N:28]=4)=[CH:23][CH:22]=3)[CH:15]=2)[NH:10][CH:9]=1)#[N:7], predict the reaction product. (9) Given the reactants [CH3:1][C:2]1([CH3:16])[CH2:14][C:13](=[O:15])[C:12]2[C:11]3[C:6](=[CH:7][CH:8]=[CH:9][CH:10]=3)[NH:5][C:4]=2[CH2:3]1.Br[CH2:18][C:19]1[CH:28]=[CH:27][C:22]([C:23]([O:25][CH3:26])=[O:24])=[CH:21][CH:20]=1.[H-].[Na+], predict the reaction product. The product is: [CH3:1][C:2]1([CH3:16])[CH2:14][C:13](=[O:15])[C:12]2[C:11]3[C:6](=[CH:7][CH:8]=[CH:9][CH:10]=3)[N:5]([CH2:18][C:19]3[CH:28]=[CH:27][C:22]([C:23]([O:25][CH3:26])=[O:24])=[CH:21][CH:20]=3)[C:4]=2[CH2:3]1.